From a dataset of Reaction yield outcomes from USPTO patents with 853,638 reactions. Predict the reaction yield, written as a fraction of the theoretical maximum amount of product (1.0 means a 100% yield; for example, 0.34 means a 34% yield). (1) The reactants are [Cl:1][C:2]1[C:10]2[N:9]=[C:8]([NH:11][C:12]3[CH:13]=[N:14][C:15]([N:19]([CH3:21])[CH3:20])=[CH:16][C:17]=3[CH3:18])[N:7]([CH2:22][CH2:23][CH2:24]O)[C:6]=2[C:5]([CH:26]([CH2:29][CH3:30])[CH2:27][CH3:28])=[CH:4][CH:3]=1.CS(Cl)(=O)=O.C(=O)(O)[O-].[Na+].C(=O)([O-])[O-].[K+].[K+]. The catalyst is N1C=CC=CC=1.O. The product is [Cl:1][C:2]1[C:10]2[N:9]=[C:8]3[N:11]([C:12]4[C:17]([CH3:18])=[CH:16][C:15]([N:19]([CH3:21])[CH3:20])=[N:14][CH:13]=4)[CH2:24][CH2:23][CH2:22][N:7]3[C:6]=2[C:5]([CH:26]([CH2:29][CH3:30])[CH2:27][CH3:28])=[CH:4][CH:3]=1. The yield is 0.520. (2) The reactants are [C:1]([O:5][C:6](=[O:45])[NH:7][CH2:8][C:9]1[CH:14]=[CH:13][C:12]([C:15](=[O:44])[NH:16][C:17]2[CH:22]=[CH:21][C:20]([NH:23][C:24]3[N:29]4[N:30]=[CH:31][CH:32]=[C:28]4[CH:27]=[C:26]([C:33]4[CH:42]=[CH:41][C:40]5[C:35](=[CH:36][CH:37]=[C:38]([OH:43])[CH:39]=5)[CH:34]=4)[N:25]=3)=[CH:19][CH:18]=2)=[CH:11][CH:10]=1)([CH3:4])([CH3:3])[CH3:2].[H-].[Na+].Br[CH2:49][CH2:50][O:51][CH3:52]. The catalyst is CN(C=O)C. The product is [C:1]([O:5][C:6](=[O:45])[NH:7][CH2:8][C:9]1[CH:10]=[CH:11][C:12]([C:15](=[O:44])[NH:16][C:17]2[CH:22]=[CH:21][C:20]([NH:23][C:24]3[N:29]4[N:30]=[CH:31][CH:32]=[C:28]4[CH:27]=[C:26]([C:33]4[CH:42]=[CH:41][C:40]5[C:35](=[CH:36][CH:37]=[C:38]([O:43][CH2:49][CH2:50][O:51][CH3:52])[CH:39]=5)[CH:34]=4)[N:25]=3)=[CH:19][CH:18]=2)=[CH:13][CH:14]=1)([CH3:4])([CH3:2])[CH3:3]. The yield is 0.520. (3) The yield is 0.850. The product is [ClH:39].[NH2:31][CH:28]1[CH2:29][CH2:30][CH:25]([N:23]2[CH:24]=[C:20]([NH:19][C:13]3[N:12]=[C:11]4[C:16]([N:17]=[CH:18][N:10]4[C:7]4[CH:6]=[CH:5][C:4]([O:3][CH2:1][CH3:2])=[CH:9][CH:8]=4)=[CH:15][N:14]=3)[CH:21]=[N:22]2)[CH2:26][CH2:27]1. The catalyst is C(Cl)Cl.O1CCOCC1. The reactants are [CH2:1]([O:3][C:4]1[CH:9]=[CH:8][C:7]([N:10]2[CH:18]=[N:17][C:16]3[C:11]2=[N:12][C:13]([NH:19][C:20]2[CH:21]=[N:22][N:23]([CH:25]4[CH2:30][CH2:29][CH:28]([NH:31]C(=O)OC(C)(C)C)[CH2:27][CH2:26]4)[CH:24]=2)=[N:14][CH:15]=3)=[CH:6][CH:5]=1)[CH3:2].[ClH:39]. (4) The reactants are [OH:1][C:2]1[CH:7]=[CH:6][C:5](/[CH:8]=[CH:9]/[C:10]([NH:12][C:13]2[CH:21]=[CH:20][CH:19]=[CH:18][C:14]=2[C:15]([OH:17])=[O:16])=O)=[CH:4][C:3]=1[O:22][CH3:23].[C:24](OC(=O)C)(=[O:26])[CH3:25]. The catalyst is O. The product is [C:24]([O:1][C:2]1[CH:7]=[CH:6][C:5](/[CH:8]=[CH:9]/[C:10]2[O:17][C:15](=[O:16])[C:14]3[CH:18]=[CH:19][CH:20]=[CH:21][C:13]=3[N:12]=2)=[CH:4][C:3]=1[O:22][CH3:23])(=[O:26])[CH3:25]. The yield is 0.970. (5) The reactants are [F:1][C:2]([F:13])([F:12])[C:3]1[CH:11]=[CH:10][CH:9]=[CH:8][C:4]=1[C:5]([NH2:7])=[NH:6].[O-]CC.[Na+].[C:18](OC)(=[O:23])[CH2:19][C:20]([CH3:22])=O. The catalyst is C(O)C. The product is [CH3:22][C:20]1[N:7]=[C:5]([C:4]2[CH:8]=[CH:9][CH:10]=[CH:11][C:3]=2[C:2]([F:12])([F:13])[F:1])[NH:6][C:18](=[O:23])[CH:19]=1. The yield is 0.500. (6) The reactants are [Br:1][C:2]1[CH:3]=[C:4]([N+:13]([O-])=O)[C:5]([CH3:12])=[C:6]([CH:11]=1)[C:7]([O:9][CH3:10])=[O:8].[Cl-].[NH4+]. The catalyst is C(O)C.C(=O)(O)[O-].[Na+].[Fe]. The product is [NH2:13][C:4]1[C:5]([CH3:12])=[C:6]([CH:11]=[C:2]([Br:1])[CH:3]=1)[C:7]([O:9][CH3:10])=[O:8]. The yield is 0.850. (7) The reactants are [CH3:1][C:2]1[CH:3]=[CH:4][C:5]2[N:6]([CH:8]=[C:9]([C:11]3[CH:16]=[CH:15][C:14]([N+:17]([O-])=O)=[CH:13][CH:12]=3)[N:10]=2)[CH:7]=1.O.O.[Sn](Cl)Cl. The catalyst is CCO. The product is [CH3:1][C:2]1[CH:3]=[CH:4][C:5]2[N:6]([CH:8]=[C:9]([C:11]3[CH:16]=[CH:15][C:14]([NH2:17])=[CH:13][CH:12]=3)[N:10]=2)[CH:7]=1. The yield is 0.580. (8) The reactants are [CH3:1][C:2]1[C:6]([CH3:7])=[C:5]([NH:8][C:9](=[O:16])OCC(Cl)(Cl)Cl)[O:4][N:3]=1.[F:17][C:18]1[CH:23]=[CH:22][C:21]([C:24]2[N:25]=[C:26](N3CCCCC3)[S:27][CH:28]=2)=[CH:20][CH:19]=1.C([N:38]([CH:41]([CH3:43])C)[CH2:39][CH3:40])(C)C.O.[CH3:45]S(C)=O. No catalyst specified. The product is [CH3:1][C:2]1[C:6]([CH3:7])=[C:5]([NH:8][C:9]([N:38]2[CH2:39][CH2:40][CH:45]([C:26]3[S:27][CH:28]=[C:24]([C:21]4[CH:20]=[CH:19][C:18]([F:17])=[CH:23][CH:22]=4)[N:25]=3)[CH2:43][CH2:41]2)=[O:16])[O:4][N:3]=1. The yield is 0.444.